Dataset: Forward reaction prediction with 1.9M reactions from USPTO patents (1976-2016). Task: Predict the product of the given reaction. (1) Given the reactants [O:1]1[C:5]2[CH:6]=[CH:7][CH:8]=[CH:9][C:4]=2[C:3]([OH:10])=[N:2]1.[CH3:11][N:12]([C:16]1[CH:21]=[CH:20][CH:19]=[CH:18][CH:17]=1)[C:13](Cl)=[O:14], predict the reaction product. The product is: [O:1]1[C:5]2[CH:6]=[CH:7][CH:8]=[CH:9][C:4]=2[C:3]([O:10][C:13](=[O:14])[N:12]([CH3:11])[C:16]2[CH:21]=[CH:20][CH:19]=[CH:18][CH:17]=2)=[N:2]1. (2) The product is: [F:20][C:19]([F:22])([F:21])[CH2:18][O:17][C:10]([NH:8][C:2]1[CH:3]=[C:4]([NH:7][C:10]([O:17][CH2:18][C:19]([F:20])([F:21])[F:22])=[O:23])[CH:5]=[CH:6][C:1]=1[CH3:9])=[O:23]. Given the reactants [C:1]1([CH3:9])[C:2]([NH2:8])=[CH:3][C:4]([NH2:7])=[CH:5][CH:6]=1.[C:10](=[O:23])([O:17][CH2:18][C:19]([F:22])([F:21])[F:20])OCC(F)(F)F, predict the reaction product. (3) Given the reactants [C:1]1([C:7]2[O:8][C:9]3[CH:15]=[CH:14][C:13]([CH2:16][CH2:17]O)=[CH:12][C:10]=3[CH:11]=2)[CH:6]=[CH:5][CH:4]=[CH:3][CH:2]=1.C1C(=O)N([I:26])C(=O)C1.C1(P(C2C=CC=CC=2)C2C=CC=CC=2)C=CC=CC=1, predict the reaction product. The product is: [I:26][CH2:17][CH2:16][C:13]1[CH:14]=[CH:15][C:9]2[O:8][C:7]([C:1]3[CH:6]=[CH:5][CH:4]=[CH:3][CH:2]=3)=[CH:11][C:10]=2[CH:12]=1. (4) Given the reactants CN(C=O)C.[F:6][C:7]1[CH:12]=[CH:11][C:10]([OH:13])=[CH:9][C:8]=1[N+:14]([O-:16])=[O:15].[H-].[Na+].[CH2:19](I)[CH3:20], predict the reaction product. The product is: [CH2:19]([O:13][C:10]1[CH:11]=[CH:12][C:7]([F:6])=[C:8]([N+:14]([O-:16])=[O:15])[CH:9]=1)[CH3:20]. (5) Given the reactants [CH2:1]([N:8]1[C:13](=O)[CH2:12][O:11][CH2:10][C@@:9]1([CH3:25])[C:15]([O:17][CH2:18][C:19]1[CH:24]=[CH:23][CH:22]=[CH:21][CH:20]=1)=[O:16])[C:2]1[CH:7]=[CH:6][CH:5]=[CH:4][CH:3]=1.B, predict the reaction product. The product is: [CH2:1]([N:8]1[CH2:13][CH2:12][O:11][CH2:10][C@@:9]1([CH3:25])[C:15]([O:17][CH2:18][C:19]1[CH:24]=[CH:23][CH:22]=[CH:21][CH:20]=1)=[O:16])[C:2]1[CH:3]=[CH:4][CH:5]=[CH:6][CH:7]=1. (6) Given the reactants [CH3:1][C:2]1[CH:7]=[CH:6][C:5]([S:8]([O:11][CH2:12][CH:13]2[CH2:17][C:16]3[CH:18]=[CH:19][CH:20]=[C:21](Br)[C:15]=3[O:14]2)(=[O:10])=[O:9])=[CH:4][CH:3]=1.[F:23][C:24]1[CH:25]=[C:26](B(O)O)[CH:27]=[CH:28][CH:29]=1.C(=O)([O-])[O-].[K+].[K+], predict the reaction product. The product is: [CH3:1][C:2]1[CH:7]=[CH:6][C:5]([S:8]([O:11][CH2:12][CH:13]2[CH2:17][C:16]3[CH:18]=[CH:19][CH:20]=[C:21]([C:28]4[CH:27]=[CH:26][CH:25]=[C:24]([F:23])[CH:29]=4)[C:15]=3[O:14]2)(=[O:10])=[O:9])=[CH:4][CH:3]=1. (7) Given the reactants [C:1]([O:5][C:6](=[O:32])[NH:7][C@H:8]([C:18]1[C:23]([Br:24])=[CH:22][CH:21]=[C:20]([C:25]#[C:26][C:27]2([OH:31])[CH2:30]O[CH2:28]2)[N:19]=1)[CH2:9][C:10]1[CH:15]=[C:14]([F:16])[CH:13]=[C:12]([F:17])[CH:11]=1)([CH3:4])([CH3:3])[CH3:2].[CH3:33][Si](C#CC1(O)CCC1)(C)C, predict the reaction product. The product is: [C:1]([O:5][C:6](=[O:32])[NH:7][C@H:8]([C:18]1[C:23]([Br:24])=[CH:22][CH:21]=[C:20]([C:25]#[C:26][C:27]2([OH:31])[CH2:28][CH2:33][CH2:30]2)[N:19]=1)[CH2:9][C:10]1[CH:15]=[C:14]([F:16])[CH:13]=[C:12]([F:17])[CH:11]=1)([CH3:2])([CH3:4])[CH3:3]. (8) Given the reactants [F:1][C:2]([F:12])([F:11])[C:3](=[O:10])[CH2:4][C:5]([O:7][CH2:8][CH3:9])=[O:6].C(O)[C:14]1[CH:19]=[CH:18]C=[CH:16][CH:15]=1, predict the reaction product. The product is: [F:1][C:2]([F:11])([F:12])[C:3](=[O:10])[CH2:4][C:5]([O:7][CH2:8][C:9]1[CH:18]=[CH:19][CH:14]=[CH:15][CH:16]=1)=[O:6]. (9) Given the reactants [Cl:1][C:2]1[C:10]([CH3:11])=[N:9][C:8]2[N:4]([N:5]=[C:6]3[CH2:14][N:13]([C:15]([C:17]4[CH:22]=[CH:21][C:20]([F:23])=[CH:19][C:18]=4[O:24][C@@H:25]4[CH2:29][CH2:28][NH:27][CH2:26]4)=[O:16])[CH2:12][C:7]3=2)[C:3]=1[CH3:30].[O:31]1[CH2:36][CH2:35][C:34](=O)[CH2:33][CH2:32]1.C(O[BH-](OC(=O)C)OC(=O)C)(=O)C.[Na+], predict the reaction product. The product is: [Cl:1][C:2]1[C:10]([CH3:11])=[N:9][C:8]2[N:4]([N:5]=[C:6]3[CH2:14][N:13]([C:15]([C:17]4[CH:22]=[CH:21][C:20]([F:23])=[CH:19][C:18]=4[O:24][C@@H:25]4[CH2:29][CH2:28][N:27]([CH:34]5[CH2:35][CH2:36][O:31][CH2:32][CH2:33]5)[CH2:26]4)=[O:16])[CH2:12][C:7]3=2)[C:3]=1[CH3:30]. (10) Given the reactants [F:1][C:2]1[CH:3]=[C:4]([CH:8]=[CH:9][C:10]=1[C:11]1[S:12][C:13]2[C:18]([N:19]=1)=[CH:17][CH:16]=[C:15]([C:20]1([C:23]3[CH:28]=[CH:27][CH:26]=[CH:25][CH:24]=3)[CH2:22][CH2:21]1)[N:14]=2)[C:5](O)=[O:6].Cl.[NH2:30][CH2:31][CH2:32][CH2:33][C:34]([O:36][CH2:37][CH3:38])=[O:35], predict the reaction product. The product is: [F:1][C:2]1[CH:3]=[C:4]([CH:8]=[CH:9][C:10]=1[C:11]1[S:12][C:13]2[C:18]([N:19]=1)=[CH:17][CH:16]=[C:15]([C:20]1([C:23]3[CH:28]=[CH:27][CH:26]=[CH:25][CH:24]=3)[CH2:21][CH2:22]1)[N:14]=2)[C:5]([NH:30][CH2:31][CH2:32][CH2:33][C:34]([O:36][CH2:37][CH3:38])=[O:35])=[O:6].